This data is from Reaction yield outcomes from USPTO patents with 853,638 reactions. The task is: Predict the reaction yield, written as a fraction of the theoretical maximum amount of product (1.0 means a 100% yield; for example, 0.34 means a 34% yield). (1) The yield is 1.00. The catalyst is C(O)C. The product is [I:11][C:12]1[C:20]2[C:15](=[CH:16][C:17](/[CH:21]=[C:3]3/[C:2](=[O:10])[NH:1][C:9]4[C:4]/3=[CH:5][CH:6]=[CH:7][CH:8]=4)=[CH:18][CH:19]=2)[N:14]([CH2:23][O:24][CH2:25][CH2:26][Si:27]([CH3:28])([CH3:30])[CH3:29])[N:13]=1. The reactants are [NH:1]1[C:9]2[C:4](=[CH:5][CH:6]=[CH:7][CH:8]=2)[CH2:3][C:2]1=[O:10].[I:11][C:12]1[C:20]2[C:15](=[CH:16][C:17]([CH:21]=O)=[CH:18][CH:19]=2)[N:14]([CH2:23][O:24][CH2:25][CH2:26][Si:27]([CH3:30])([CH3:29])[CH3:28])[N:13]=1.N1CCCCC1. (2) The reactants are [OH:1][C:2]1[C:11]2[C:6](=[CH:7][CH:8]=[CH:9][CH:10]=2)[N:5]=[CH:4][C:3]=1[C:12]([OH:14])=O.CN(C(ON1N=NC2C=CC=NC1=2)=[N+](C)C)C.F[P-](F)(F)(F)(F)F.CCN(C(C)C)C(C)C.[NH2:48][C:49]1[CH:54]=[CH:53][CH:52]=[CH:51][CH:50]=1. The catalyst is CN(C=O)C. The product is [O:1]=[C:2]1[C:11]2[C:6](=[CH:7][CH:8]=[CH:9][CH:10]=2)[NH:5][CH:4]=[C:3]1[C:12]([NH:48][C:49]1[CH:54]=[CH:53][CH:52]=[CH:51][CH:50]=1)=[O:14]. The yield is 0.450. (3) The reactants are [Cl:1][C:2]1[CH:3]=[C:4]([C:8]2[N:13]=[C:12]3[CH2:14][CH2:15][CH2:16][C:11]3=[C:10]([CH:17]([OH:30])[C:18]3[CH:23]=[CH:22][C:21]([CH2:24][C:25](OCC)=[O:26])=[CH:20][CH:19]=3)[CH:9]=2)[CH:5]=[CH:6][CH:7]=1.CC(C[AlH]CC(C)C)C. No catalyst specified. The product is [Cl:1][C:2]1[CH:3]=[C:4]([C:8]2[N:13]=[C:12]3[CH2:14][CH2:15][CH2:16][C:11]3=[C:10]([CH:17]([OH:30])[C:18]3[CH:19]=[CH:20][C:21]([CH2:24][CH2:25][OH:26])=[CH:22][CH:23]=3)[CH:9]=2)[CH:5]=[CH:6][CH:7]=1. The yield is 0.730. (4) The reactants are [Cl:1][C:2]1[CH:3]=[N+:4]([O-:27])[CH:5]=[C:6]([Cl:26])[C:7]=1[CH2:8][C@@H:9]([C:11]1[CH:16]=[CH:15][C:14]([O:17][CH:18]([F:20])[F:19])=[C:13]([O:21][CH2:22][CH:23]2[CH2:25][CH2:24]2)[CH:12]=1)[OH:10].C(Cl)CCl.[O:32]1[CH2:37][CH2:36][N:35]([C:38]2[CH:46]=[C:45]3[C:41]([C:42](=[O:52])[C:43](=[O:51])[N:44]3[CH2:47][C:48](O)=[O:49])=[CH:40][CH:39]=2)[CH2:34][CH2:33]1. The catalyst is C(Cl)Cl.CN(C1C=CN=CC=1)C. The product is [Cl:1][C:2]1[CH:3]=[N+:4]([O-:27])[CH:5]=[C:6]([Cl:26])[C:7]=1[CH2:8][C@@H:9]([C:11]1[CH:16]=[CH:15][C:14]([O:17][CH:18]([F:20])[F:19])=[C:13]([O:21][CH2:22][CH:23]2[CH2:25][CH2:24]2)[CH:12]=1)[O:10][C:48](=[O:49])[CH2:47][N:44]1[C:45]2[C:41](=[CH:40][CH:39]=[C:38]([N:35]3[CH2:34][CH2:33][O:32][CH2:37][CH2:36]3)[CH:46]=2)[C:42](=[O:52])[C:43]1=[O:51].[CH2:13]([O:21][CH2:22][CH3:23])[CH3:12]. The yield is 0.440. (5) The reactants are [C:1]1([C:7]2[CH:15]=[CH:14][CH:13]=[C:12]3[C:8]=2[CH:9]=[CH:10][CH2:11]3)[CH:6]=[CH:5][CH:4]=[CH:3][CH:2]=1.CO[CH2:18][CH2:19]OC.[OH-].[K+].[C:24]1(=O)[CH2:29][CH2:28][CH2:27][CH2:26][CH2:25]1. The catalyst is O. The product is [C:1]1([C:7]2[CH:15]=[CH:14][CH:13]=[C:12]3[C:8]=2[CH:9]=[CH:10][CH:11]3[C:24]2([CH:11]3[C:12]4[C:8](=[C:7]([C:19]5[CH:18]=[CH:6][CH:1]=[CH:2][CH:3]=5)[CH:15]=[CH:14][CH:13]=4)[CH:9]=[CH:10]3)[CH2:29][CH2:28][CH2:27][CH2:26][CH2:25]2)[CH:2]=[CH:3][CH:4]=[CH:5][CH:6]=1. The yield is 0.300. (6) The reactants are [CH3:1][N:2](C=O)C.P(Cl)(Cl)(Cl)=O.[F:11][C:12]1[CH:17]=[C:16]([F:18])[CH:15]=[CH:14][C:13]=1[C:19](=O)[CH2:20][C:21]1[CH:22]=[CH:23][C:24]2[N:25]([C:27]([CH:30]([CH3:32])[CH3:31])=[N:28][N:29]=2)[N:26]=1.Cl.NO.C([O-])(O)=O.[Na+].[NH:42]([CH2:44][CH2:45][OH:46])[NH2:43]. The catalyst is C(Cl)(Cl)Cl.C(Cl)Cl. The product is [NH2:2][C:1]1[N:42]([CH2:44][CH2:45][OH:46])[N:43]=[C:19]([C:13]2[CH:14]=[CH:15][C:16]([F:18])=[CH:17][C:12]=2[F:11])[C:20]=1[C:21]1[CH:22]=[CH:23][C:24]2[N:25]([C:27]([CH:30]([CH3:32])[CH3:31])=[N:28][N:29]=2)[N:26]=1. The yield is 0.400.